From a dataset of Catalyst prediction with 721,799 reactions and 888 catalyst types from USPTO. Predict which catalyst facilitates the given reaction. (1) Reactant: [Cl:1][C:2]1[CH:3]=[C:4]([NH:14][C:15](=[O:22])[C:16]2[CH:21]=[CH:20][CH:19]=[CH:18][N:17]=2)[CH:5]=[CH:6][C:7]=1[N:8]1[CH2:13][CH2:12][NH:11][CH2:10][CH2:9]1.[C:23](O)(=[O:26])[CH2:24][CH3:25].CCN=C=NCCCN(C)C.Cl.CCN(CC)CC.OC1C2N=NNC=2C=CC=1. Product: [Cl:1][C:2]1[CH:3]=[C:4]([NH:14][C:15](=[O:22])[C:16]2[CH:21]=[CH:20][CH:19]=[CH:18][N:17]=2)[CH:5]=[CH:6][C:7]=1[N:8]1[CH2:13][CH2:12][N:11]([C:23](=[O:26])[CH2:24][CH3:25])[CH2:10][CH2:9]1. The catalyst class is: 2. (2) Reactant: [Cl:1][C:2]1[CH:3]=[C:4]2[C:8](=[CH:9][CH:10]=1)[NH:7][C:6]1[C@H:11]([CH2:15][CH:16]([CH3:18])[CH3:17])[NH:12][CH2:13][CH2:14][C:5]2=1.C(N(CC)C(C)C)(C)C.[C:28](Cl)(=[O:31])[CH:29]=[CH2:30]. Product: [Cl:1][C:2]1[CH:3]=[C:4]2[C:8](=[CH:9][CH:10]=1)[NH:7][C:6]1[C@H:11]([CH2:15][CH:16]([CH3:18])[CH3:17])[N:12]([C:28](=[O:31])[CH:29]=[CH2:30])[CH2:13][CH2:14][C:5]2=1. The catalyst class is: 46. (3) Reactant: [CH3:1][N:2]([CH3:13])[CH2:3][CH2:4][O:5][C:6]1[CH:11]=[CH:10][C:9]([NH2:12])=[CH:8][CH:7]=1.[CH3:14][O:15][C:16](=[O:28])[C:17]1[C:18](=[C:23](I)[CH:24]=[CH:25][CH:26]=1)[C:19]([O:21][CH3:22])=[O:20].C1C=CC(P(C2C(C3C(P(C4C=CC=CC=4)C4C=CC=CC=4)=CC=C4C=3C=CC=C4)=C3C(C=CC=C3)=CC=2)C2C=CC=CC=2)=CC=1.C(=O)([O-])[O-].[Cs+].[Cs+]. Product: [CH3:22][O:21][C:19](=[O:20])[C:18]1[C:17](=[C:26]([NH:12][C:9]2[CH:10]=[CH:11][C:6]([O:5][CH2:4][CH2:3][N:2]([CH3:13])[CH3:1])=[CH:7][CH:8]=2)[CH:25]=[CH:24][CH:23]=1)[C:16]([O:15][CH3:14])=[O:28]. The catalyst class is: 835. (4) Reactant: [C:1]([C:3]1[CH:8]=[N:7][N:6]2[CH:9]=[C:10]([C:13](=[S:15])[NH2:14])[C:11]([CH3:12])=[C:5]2[C:4]=1[NH:16][C:17]1[CH:22]=[CH:21][C:20]([O:23][C:24]2[CH:29]=[CH:28][CH:27]=[CH:26][CH:25]=2)=[CH:19][CH:18]=1)#[N:2].Br[CH2:31][C:32]([C:34]1[CH:39]=[CH:38][CH:37]=[CH:36][CH:35]=1)=O. Product: [CH3:12][C:11]1[C:10]([C:13]2[S:15][CH:31]=[C:32]([C:34]3[CH:39]=[CH:38][CH:37]=[CH:36][CH:35]=3)[N:14]=2)=[CH:9][N:6]2[C:5]=1[C:4]([NH:16][C:17]1[CH:22]=[CH:21][C:20]([O:23][C:24]3[CH:29]=[CH:28][CH:27]=[CH:26][CH:25]=3)=[CH:19][CH:18]=1)=[C:3]([C:1]#[N:2])[CH:8]=[N:7]2. The catalyst class is: 21. (5) Reactant: [CH2:1]([N:8]1[CH2:13][CH:12]2[C:10](CO)([CH2:11]2)[CH2:9]1)[C:2]1[CH:7]=[CH:6][CH:5]=[CH:4][CH:3]=1.C(N(CC)CC)C.[CH3:23][S:24](Cl)(=[O:26])=[O:25]. Product: [CH2:1]([N:8]1[CH2:13][CH:12]2[C:10]([S:24]([CH3:23])(=[O:26])=[O:25])([CH2:11]2)[CH2:9]1)[C:2]1[CH:7]=[CH:6][CH:5]=[CH:4][CH:3]=1. The catalyst class is: 13. (6) Reactant: [C:1](N1C=CN=C1)([N:3]1C=CN=C1)=[S:2].[Cl:13][C:14]1[C:15]([N:20]2[CH2:25][CH2:24][NH:23][CH2:22][CH2:21]2)=[N:16][CH:17]=[CH:18][CH:19]=1.N. Product: [Cl:13][C:14]1[C:15]([N:20]2[CH2:21][CH2:22][N:23]([C:1](=[S:2])[NH2:3])[CH2:24][CH2:25]2)=[N:16][CH:17]=[CH:18][CH:19]=1. The catalyst class is: 36.